From a dataset of NCI-60 drug combinations with 297,098 pairs across 59 cell lines. Regression. Given two drug SMILES strings and cell line genomic features, predict the synergy score measuring deviation from expected non-interaction effect. (1) Drug 1: CC1=C(C=C(C=C1)NC2=NC=CC(=N2)N(C)C3=CC4=NN(C(=C4C=C3)C)C)S(=O)(=O)N.Cl. Drug 2: C1=NC2=C(N=C(N=C2N1C3C(C(C(O3)CO)O)F)Cl)N. Cell line: NCI-H322M. Synergy scores: CSS=15.4, Synergy_ZIP=1.30, Synergy_Bliss=1.45, Synergy_Loewe=-9.42, Synergy_HSA=-0.620. (2) Drug 1: CC1=C(C=C(C=C1)NC2=NC=CC(=N2)N(C)C3=CC4=NN(C(=C4C=C3)C)C)S(=O)(=O)N.Cl. Drug 2: CN(C)C1=NC(=NC(=N1)N(C)C)N(C)C. Cell line: CAKI-1. Synergy scores: CSS=15.3, Synergy_ZIP=-4.04, Synergy_Bliss=-1.39, Synergy_Loewe=-13.5, Synergy_HSA=1.09. (3) Drug 1: CC1=C2C(C(=O)C3(C(CC4C(C3C(C(C2(C)C)(CC1OC(=O)C(C(C5=CC=CC=C5)NC(=O)OC(C)(C)C)O)O)OC(=O)C6=CC=CC=C6)(CO4)OC(=O)C)OC)C)OC. Drug 2: CC1C(C(CC(O1)OC2CC(CC3=C2C(=C4C(=C3O)C(=O)C5=CC=CC=C5C4=O)O)(C(=O)C)O)N)O. Cell line: OVCAR-8. Synergy scores: CSS=43.2, Synergy_ZIP=-9.52, Synergy_Bliss=-11.4, Synergy_Loewe=-4.18, Synergy_HSA=-3.22. (4) Drug 1: CC12CCC(CC1=CCC3C2CCC4(C3CC=C4C5=CN=CC=C5)C)O. Drug 2: C1=NC2=C(N1)C(=S)N=C(N2)N. Cell line: MOLT-4. Synergy scores: CSS=59.8, Synergy_ZIP=1.83, Synergy_Bliss=2.60, Synergy_Loewe=-11.4, Synergy_HSA=3.13.